This data is from CYP2C19 inhibition data for predicting drug metabolism from PubChem BioAssay. The task is: Regression/Classification. Given a drug SMILES string, predict its absorption, distribution, metabolism, or excretion properties. Task type varies by dataset: regression for continuous measurements (e.g., permeability, clearance, half-life) or binary classification for categorical outcomes (e.g., BBB penetration, CYP inhibition). Dataset: cyp2c19_veith. (1) The molecule is O.O.O=c1c(O)c(-c2ccc(O)c(O)c2)oc2cc(O)cc(O)c12. The result is 0 (non-inhibitor). (2) The compound is CC1CC(C)CN(C(=O)CSc2nnc(CSc3ncccn3)n2C)C1. The result is 1 (inhibitor). (3) The compound is c1cc(CNCCCN2CCOCC2)ccn1. The result is 1 (inhibitor). (4) The compound is O=c1[nH]c2ccccc2c2ccccc12. The result is 0 (non-inhibitor).